From a dataset of Forward reaction prediction with 1.9M reactions from USPTO patents (1976-2016). Predict the product of the given reaction. (1) Given the reactants [OH:1][C:2]1([C:20]2[CH:25]=[CH:24][C:23]([CH:26]([CH3:28])[CH3:27])=[CH:22][C:21]=2[O:29][CH3:30])[C:10](=[O:11])[C:9]2[C:4](=[C:5]([N+:16]([O-])=O)[CH:6]=[CH:7][C:8]=2[NH:12][C:13](=[O:15])[CH3:14])[C:3]1=[O:19].Cl.O, predict the reaction product. The product is: [NH2:16][C:5]1[CH:6]=[CH:7][C:8]([NH:12][C:13](=[O:15])[CH3:14])=[C:9]2[C:4]=1[C:3](=[O:19])[C:2]([OH:1])([C:20]1[CH:25]=[CH:24][C:23]([CH:26]([CH3:27])[CH3:28])=[CH:22][C:21]=1[O:29][CH3:30])[C:10]2=[O:11]. (2) Given the reactants [NH:1]1[C:9]2[CH:8]=[CH:7][CH:6]=[C:5]([C:10]#[N:11])[C:4]=2[CH:3]=[CH:2]1.[CH2:12](Br)[C:13]1[CH:18]=[CH:17][CH:16]=[CH:15][CH:14]=1.[H-].[Na+], predict the reaction product. The product is: [CH2:12]([N:1]1[C:9]2[CH:8]=[CH:7][CH:6]=[C:5]([C:10]#[N:11])[C:4]=2[CH:3]=[CH:2]1)[C:13]1[CH:18]=[CH:17][CH:16]=[CH:15][CH:14]=1. (3) Given the reactants [CH2:1]([N:8]1[C:16]([C:17]2[CH:22]=[CH:21][C:20]([OH:23])=[CH:19][CH:18]=2)=[C:15]2[C:10]([C:11]([C:24]([F:27])([F:26])[F:25])=[CH:12][CH:13]=[CH:14]2)=[N:9]1)[C:2]1[CH:7]=[CH:6][CH:5]=[CH:4][CH:3]=1.Br[CH2:29][C:30]1[CH:35]=[CH:34][C:33]([CH:36]([CH3:40])[C:37]([OH:39])=[O:38])=[CH:32][CH:31]=1.C(=O)([O-])[O-].[K+].[K+].Cl, predict the reaction product. The product is: [CH2:1]([N:8]1[C:16]([C:17]2[CH:22]=[CH:21][C:20]([O:23][CH2:29][C:30]3[CH:31]=[CH:32][C:33]([CH:36]([CH3:40])[C:37]([OH:39])=[O:38])=[CH:34][CH:35]=3)=[CH:19][CH:18]=2)=[C:15]2[C:10]([C:11]([C:24]([F:27])([F:25])[F:26])=[CH:12][CH:13]=[CH:14]2)=[N:9]1)[C:2]1[CH:7]=[CH:6][CH:5]=[CH:4][CH:3]=1. (4) Given the reactants FC(F)(F)S(O[C:7]1[C:12]([F:13])=[CH:11][C:10]([F:14])=[C:9]([O:15][C:16]2[CH:17]=[C:18]([C:24]3[CH:29]=[CH:28][CH:27]=[C:26]([CH2:30][NH:31][C:32]([O:34][C:35]([CH3:38])([CH3:37])[CH3:36])=[O:33])[CH:25]=3)[CH:19]=[C:20]([C:22]#[N:23])[CH:21]=2)[N:8]=1)(=O)=O.[CH:41]([C:43]1[CH:48]=[CH:47][CH:46]=[CH:45][C:44]=1B(O)O)=[O:42].C1(C)C=CC=CC=1.C([O-])([O-])=O.[Na+].[Na+], predict the reaction product. The product is: [C:22]([C:20]1[CH:19]=[C:18]([C:24]2[CH:29]=[CH:28][CH:27]=[C:26]([CH2:30][NH:31][C:32](=[O:33])[O:34][C:35]([CH3:37])([CH3:36])[CH3:38])[CH:25]=2)[CH:17]=[C:16]([O:15][C:9]2[C:10]([F:14])=[CH:11][C:12]([F:13])=[C:7]([C:44]3[CH:45]=[CH:46][CH:47]=[CH:48][C:43]=3[CH:41]=[O:42])[N:8]=2)[CH:21]=1)#[N:23].